Dataset: Peptide-MHC class I binding affinity with 185,985 pairs from IEDB/IMGT. Task: Regression. Given a peptide amino acid sequence and an MHC pseudo amino acid sequence, predict their binding affinity value. This is MHC class I binding data. (1) The MHC is HLA-B39:01 with pseudo-sequence HLA-B39:01. The peptide sequence is VSEKYTDMY. The binding affinity (normalized) is 0.0847. (2) The peptide sequence is WLGWGHAWV. The MHC is HLA-B51:01 with pseudo-sequence HLA-B51:01. The binding affinity (normalized) is 0.0847. (3) The peptide sequence is RARKRGITM. The MHC is HLA-B83:01 with pseudo-sequence HLA-B83:01. The binding affinity (normalized) is 0.213. (4) The peptide sequence is FLKEEGGL. The MHC is HLA-B44:03 with pseudo-sequence HLA-B44:03. The binding affinity (normalized) is 0. (5) The binding affinity (normalized) is 0.0847. The peptide sequence is KLADMSIYC. The MHC is HLA-B35:01 with pseudo-sequence HLA-B35:01. (6) The peptide sequence is YMLDLQPETT. The MHC is HLA-A02:01 with pseudo-sequence HLA-A02:01. The binding affinity (normalized) is 0.497.